This data is from Reaction yield outcomes from USPTO patents with 853,638 reactions. The task is: Predict the reaction yield, written as a fraction of the theoretical maximum amount of product (1.0 means a 100% yield; for example, 0.34 means a 34% yield). (1) The reactants are [I:1][C:2]1[CH:11]=[CH:10][C:5]([C:6]([O:8][CH3:9])=[O:7])=[C:4]([N+:12]([O-])=O)[CH:3]=1. The catalyst is C(Cl)Cl.CCOC(C)=O. The product is [NH2:12][C:4]1[CH:3]=[C:2]([I:1])[CH:11]=[CH:10][C:5]=1[C:6]([O:8][CH3:9])=[O:7]. The yield is 0.900. (2) The reactants are [N:1]1([S:6]([C:9]2[CH:10]=[C:11]([C:15]([OH:17])=[O:16])[CH:12]=[CH:13][CH:14]=2)(=[O:8])=[O:7])[CH2:5][CH2:4][CH2:3][CH2:2]1.[CH3:18][Si](C=[N+]=[N-])(C)C. The catalyst is ClCCl.CO. The product is [CH3:18][O:16][C:15](=[O:17])[C:11]1[CH:12]=[CH:13][CH:14]=[C:9]([S:6]([N:1]2[CH2:2][CH2:3][CH2:4][CH2:5]2)(=[O:7])=[O:8])[CH:10]=1. The yield is 0.940. (3) The reactants are [Cl:1][C:2]1[CH:3]=[CH:4][C:5]([NH:8][C:9]([C:11]2[CH:16]=[CH:15][CH:14]=[CH:13][C:12]=2[NH:17][C:18]([C:20]2[CH:25]=[CH:24][C:23]([C:26]#[N:27])=[CH:22][CH:21]=2)=[O:19])=[O:10])=[N:6][CH:7]=1.[BH4-].[Na+]. The catalyst is CN(C=O)C.[Co](Cl)Cl. The product is [NH2:27][CH2:26][C:23]1[CH:22]=[CH:21][C:20]([C:18]([NH:17][C:12]2[CH:13]=[CH:14][CH:15]=[CH:16][C:11]=2[C:9](=[O:10])[NH:8][C:5]2[CH:4]=[CH:3][C:2]([Cl:1])=[CH:7][N:6]=2)=[O:19])=[CH:25][CH:24]=1. The yield is 0.300.